From a dataset of Peptide-MHC class I binding affinity with 185,985 pairs from IEDB/IMGT. Regression. Given a peptide amino acid sequence and an MHC pseudo amino acid sequence, predict their binding affinity value. This is MHC class I binding data. (1) The peptide sequence is DIVNTTYDFL. The MHC is HLA-A02:02 with pseudo-sequence HLA-A02:02. The binding affinity (normalized) is 0.444. (2) The peptide sequence is VPRLGDKTF. The MHC is HLA-B46:01 with pseudo-sequence HLA-B46:01. The binding affinity (normalized) is 0.0847. (3) The peptide sequence is ELQENITAH. The MHC is HLA-A02:16 with pseudo-sequence HLA-A02:16. The binding affinity (normalized) is 0.0847. (4) The peptide sequence is GHLENNPAL. The MHC is HLA-A02:01 with pseudo-sequence HLA-A02:01. The binding affinity (normalized) is 0.0847. (5) The peptide sequence is MVRVLTVIKEY. The MHC is HLA-A03:01 with pseudo-sequence HLA-A03:01. The binding affinity (normalized) is 0.0847. (6) The peptide sequence is YASLTTIGT. The MHC is HLA-A02:02 with pseudo-sequence HLA-A02:02. The binding affinity (normalized) is 0.444.